From a dataset of Forward reaction prediction with 1.9M reactions from USPTO patents (1976-2016). Predict the product of the given reaction. (1) The product is: [C:16]([C:18]1[N:23]=[CH:22][C:21]([NH:24][C:25]([NH:8][C:7]2[CH:9]=[CH:10][C:4]([O:3][CH2:1][CH3:2])=[CH:5][C:6]=2[C:11]2[O:12][CH:13]=[CH:14][N:15]=2)=[O:26])=[CH:20][CH:19]=1)#[N:17]. Given the reactants [CH2:1]([O:3][C:4]1[CH:10]=[CH:9][C:7]([NH2:8])=[C:6]([C:11]2[O:12][CH:13]=[CH:14][N:15]=2)[CH:5]=1)[CH3:2].[C:16]([C:18]1[N:23]=[CH:22][C:21]([NH:24][C:25](=O)[O:26]C2C=CC=CC=2)=[CH:20][CH:19]=1)#[N:17], predict the reaction product. (2) Given the reactants CC([N:5]([C@@H:9]([C:12]([NH:14][C:15]1[CH:16]=[N:17][C:18]([O:21][C:22]2[CH:27]=[CH:26][C:25]([CH3:28])=[C:24]([O:29][CH3:30])[CH:23]=2)=[CH:19][CH:20]=1)=[O:13])[CH2:10][CH3:11])C(=O)[O-])(C)C.ClCCl, predict the reaction product. The product is: [NH2:5][C@H:9]([CH2:10][CH3:11])[C:12]([NH:14][C:15]1[CH:16]=[N:17][C:18]([O:21][C:22]2[CH:27]=[CH:26][C:25]([CH3:28])=[C:24]([O:29][CH3:30])[CH:23]=2)=[CH:19][CH:20]=1)=[O:13]. (3) Given the reactants C([O:3][C:4](=[O:24])[CH:5]=[CH:6][C:7]([F:23])([F:22])[C:8]1[CH:13]=[CH:12][C:11]([C:14]2[CH:19]=[CH:18][C:17]([O:20][CH3:21])=[CH:16][CH:15]=2)=[CH:10][CH:9]=1)C.C1(P(=CC(OCC2C=CC=CC=2)=O)(C2C=CC=CC=2)C2C=CC=CC=2)C=CC=CC=1, predict the reaction product. The product is: [F:22][C:7]([F:23])([C:8]1[CH:13]=[CH:12][C:11]([C:14]2[CH:19]=[CH:18][C:17]([O:20][CH3:21])=[CH:16][CH:15]=2)=[CH:10][CH:9]=1)[CH2:6][CH2:5][C:4]([OH:24])=[O:3]. (4) Given the reactants [F:1][C:2]([F:34])([F:33])[C:3]1[CH:4]=[C:5]([C:13]([N:15]2[CH2:20][CH2:19][C@H:18]([N:21]3[CH2:26][CH2:25][NH:24][CH2:23][CH2:22]3)[C@H:17]([C:27]3[CH:32]=[CH:31][CH:30]=[CH:29][CH:28]=3)[CH2:16]2)=[O:14])[CH:6]=[C:7]([C:9]([F:12])([F:11])[F:10])[CH:8]=1.Cl[CH2:36][C:37]([N:39]1[CH2:44][CH2:43][O:42][CH2:41][CH2:40]1)=[O:38], predict the reaction product. The product is: [F:34][C:2]([F:33])([F:1])[C:3]1[CH:4]=[C:5]([CH:6]=[C:7]([C:9]([F:10])([F:11])[F:12])[CH:8]=1)[C:13]([N:15]1[CH2:20][CH2:19][C@H:18]([N:21]2[CH2:26][CH2:25][N:24]([CH2:36][C:37]([N:39]3[CH2:44][CH2:43][O:42][CH2:41][CH2:40]3)=[O:38])[CH2:23][CH2:22]2)[C@H:17]([C:27]2[CH:32]=[CH:31][CH:30]=[CH:29][CH:28]=2)[CH2:16]1)=[O:14]. (5) Given the reactants [CH2:1]([O:8][C:9](=[O:28])[NH:10][C@@H:11]([CH3:27])[CH2:12][N:13]1[C:21]2[C:16](=[CH:17][CH:18]=[C:19]([O:23][CH2:24][CH2:25][OH:26])[C:20]=2Br)[CH:15]=[N:14]1)[C:2]1[CH:7]=[CH:6][CH:5]=[CH:4][CH:3]=1.[H-].[Na+].C(=O)(O)[O-].[Na+], predict the reaction product. The product is: [CH2:1]([O:8][C:9](=[O:28])[NH:10][C@@H:11]([CH3:27])[CH2:12][N:13]1[C:21]2[C:16](=[CH:17][CH:18]=[C:19]3[O:23][CH2:24][CH2:25][O:26][C:20]3=2)[CH:15]=[N:14]1)[C:2]1[CH:7]=[CH:6][CH:5]=[CH:4][CH:3]=1. (6) Given the reactants [CH3:1][C:2]1([CH3:49])[C:10]2=[CH:11][C:12]3[N:13]([C:31]4[CH:48]=[CH:47][C:46]5[C:45]6[C:40](=[CH:41][CH:42]=[CH:43][CH:44]=6)[C:39]6[C:34](=[CH:35][CH:36]=[CH:37][CH:38]=6)[C:33]=5[CH:32]=4)C4C([C:20]=3[CH:21]=[C:9]2[C:8]2[C:3]1=[CH:4][CH:5]=[CH:6][CH:7]=2)=CC(B1OC(C)(C)C(C)(C)O1)=CC=4.Cl[C:51]1[N:56]=[C:55]([C:57]2[CH:62]=[CH:61][CH:60]=[CH:59][CH:58]=2)[N:54]=[C:53]([C:63]2[CH:68]=[CH:67][CH:66]=[CH:65][CH:64]=2)[N:52]=1.C(=O)([O-])[O-].[Na+].[Na+].[C:75]1(C)[CH:80]=[CH:79][CH:78]=[CH:77][CH:76]=1, predict the reaction product. The product is: [C:75]1([C:51]2[N:56]=[C:55]([C:57]3[CH:62]=[CH:61][CH:60]=[CH:59][CH:58]=3)[N:54]=[C:53]([C:63]3[CH:68]=[C:67]4[C:66](=[CH:65][CH:64]=3)[N:13]([C:31]3[CH:48]=[CH:47][C:46]5[C:45]6[C:40](=[CH:41][CH:42]=[CH:43][CH:44]=6)[C:39]6[C:34](=[CH:35][CH:36]=[CH:37][CH:38]=6)[C:33]=5[CH:32]=3)[C:12]3[CH:11]=[C:10]5[C:2]([CH3:49])([CH3:1])[C:3]6[C:8]([C:9]5=[CH:21][C:20]4=3)=[CH:7][CH:6]=[CH:5][CH:4]=6)[N:52]=2)[CH:80]=[CH:79][CH:78]=[CH:77][CH:76]=1.